Dataset: Forward reaction prediction with 1.9M reactions from USPTO patents (1976-2016). Task: Predict the product of the given reaction. (1) Given the reactants [Cl:1][C:2]1[CH:3]=[C:4]([C:12]2[O:16][N:15]=[C:14]([C:17]3[N:18]=[CH:19][C:20]([CH2:26][CH2:27][C:28]([O:30]CC)=[O:29])=[C:21]4[CH:25]=[CH:24][NH:23][C:22]=34)[N:13]=2)[CH:5]=[CH:6][C:7]=1[O:8][CH:9]([CH3:11])[CH3:10].[OH-].[Na+].Cl, predict the reaction product. The product is: [Cl:1][C:2]1[CH:3]=[C:4]([C:12]2[O:16][N:15]=[C:14]([C:17]3[N:18]=[CH:19][C:20]([CH2:26][CH2:27][C:28]([OH:30])=[O:29])=[C:21]4[CH:25]=[CH:24][NH:23][C:22]=34)[N:13]=2)[CH:5]=[CH:6][C:7]=1[O:8][CH:9]([CH3:11])[CH3:10]. (2) Given the reactants COC(C1SC(N)=C(C#N)C=1C1C=CC(C(C)(C)C)=CC=1)=O.[CH2:23]([O:25][C:26]([C:28]1[S:29][C:30]([N:42]=[N+]=[N-])=[C:31]([C:40]#[N:41])[C:32]=1[C:33]1[CH:38]=[CH:37][C:36]([I:39])=[CH:35][CH:34]=1)=[O:27])[CH3:24], predict the reaction product. The product is: [CH2:23]([O:25][C:26]([C:28]1[S:29][C:30]([NH2:42])=[C:31]([C:40]#[N:41])[C:32]=1[C:33]1[CH:38]=[CH:37][C:36]([I:39])=[CH:35][CH:34]=1)=[O:27])[CH3:24]. (3) Given the reactants [Cl:1][C:2]1[CH:3]=[CH:4][C:5]2[N:11]3[C:12]([C:15]([F:18])([F:17])[F:16])=[N:13][N:14]=[C:10]3[C@@H:9]([CH2:19][C:20]([O:22]CC)=[O:21])[O:8][C@H:7]([C:25]3[CH:30]=[CH:29][C:28]([CH3:31])=[CH:27][C:26]=3[O:32][CH3:33])[C:6]=2[CH:34]=1.Cl.O, predict the reaction product. The product is: [Cl:1][C:2]1[CH:3]=[CH:4][C:5]2[N:11]3[C:12]([C:15]([F:18])([F:17])[F:16])=[N:13][N:14]=[C:10]3[C@@H:9]([CH2:19][C:20]([OH:22])=[O:21])[O:8][C@H:7]([C:25]3[CH:30]=[CH:29][C:28]([CH3:31])=[CH:27][C:26]=3[O:32][CH3:33])[C:6]=2[CH:34]=1. (4) Given the reactants [Cl:1][C:2]1[CH:7]=[CH:6][C:5]([CH:8]([C:29]2[CH:34]=[CH:33][C:32]([Cl:35])=[CH:31][CH:30]=2)[C:9]2[CH:10]=[C:11]3[C:16](=[CH:17][CH:18]=2)[N:15]=[N:14][CH:13]=[C:12]3[NH:19][CH2:20][C:21]2[CH:26]=[CH:25][C:24]([O:27]C)=[CH:23][CH:22]=2)=[CH:4][CH:3]=1.B(Br)(Br)Br, predict the reaction product. The product is: [Cl:35][C:32]1[CH:31]=[CH:30][C:29]([CH:8]([C:5]2[CH:4]=[CH:3][C:2]([Cl:1])=[CH:7][CH:6]=2)[C:9]2[CH:10]=[C:11]3[C:16](=[CH:17][CH:18]=2)[N:15]=[N:14][CH:13]=[C:12]3[NH:19][CH2:20][C:21]2[CH:26]=[CH:25][C:24]([OH:27])=[CH:23][CH:22]=2)=[CH:34][CH:33]=1. (5) Given the reactants Cl[C:2]1[CH:18]=[CH:17][C:5]([C:6]([NH:8][C:9]2[CH:14]=[CH:13][C:12]([I:15])=[C:11]([CH3:16])[CH:10]=2)=[O:7])=[CH:4][N:3]=1.[C:19]([N:26]1[CH2:31][CH2:30][NH:29][CH2:28][CH2:27]1)([O:21][C:22]([CH3:25])([CH3:24])[CH3:23])=[O:20].C(OC(N1CCN(C2C=CC(C(=O)NC3C=CC(C)=C(I)C=3)=CN=2)CC1)=O)(C)(C)C, predict the reaction product. The product is: [C:22]([O:21][C:19]([N:26]1[CH2:31][CH2:30][N:29]([C:2]2[CH:18]=[CH:17][C:5]([C:6](=[O:7])[NH:8][C:9]3[CH:14]=[CH:13][C:12]([I:15])=[C:11]([CH3:16])[CH:10]=3)=[CH:4][N:3]=2)[CH2:28][CH2:27]1)=[O:20])([CH3:25])([CH3:23])[CH3:24].